Task: Predict which catalyst facilitates the given reaction.. Dataset: Catalyst prediction with 721,799 reactions and 888 catalyst types from USPTO Reactant: C(C1COC(=O)N1[C:14](=[O:46])[CH:15]([C:20]1[CH:21]=[C:22]([C:36]2[CH:41]=[CH:40][C:39]([C:42]([F:45])([F:44])[F:43])=[CH:38][CH:37]=2)[CH:23]=[C:24]([O:26][CH2:27][C:28]2[CH:33]=[C:32]([F:34])[CH:31]=[C:30]([F:35])[CH:29]=2)[CH:25]=1)[CH2:16][CH:17]([CH3:19])[CH3:18])C1C=CC=CC=1.O[Li].O.OO.[O-:52]S([O-])=O.[Na+].[Na+]. Product: [F:34][C:32]1[CH:33]=[C:28]([CH:29]=[C:30]([F:35])[CH:31]=1)[CH2:27][O:26][C:24]1[CH:25]=[C:20]([C@H:15]([CH2:16][CH:17]([CH3:19])[CH3:18])[C:14]([OH:46])=[O:52])[CH:21]=[C:22]([C:36]2[CH:41]=[CH:40][C:39]([C:42]([F:44])([F:43])[F:45])=[CH:38][CH:37]=2)[CH:23]=1. The catalyst class is: 20.